From a dataset of Forward reaction prediction with 1.9M reactions from USPTO patents (1976-2016). Predict the product of the given reaction. (1) Given the reactants [Br:1][C:2]1[CH:9]=[CH:8][C:5]([CH:6]=O)=[CH:4][C:3]=1[Cl:10].BrC1C=CC(C[NH:17][CH2:18][CH:19]([O:22][CH3:23])[O:20][CH3:21])=CC=1, predict the reaction product. The product is: [Br:1][C:2]1[CH:9]=[CH:8][C:5]([CH2:6][NH:17][CH2:18][CH:19]([O:22][CH3:23])[O:20][CH3:21])=[CH:4][C:3]=1[Cl:10]. (2) Given the reactants [CH:1]([C:4]1[CH:5]=[C:6]([OH:10])[CH:7]=[CH:8][CH:9]=1)([CH3:3])[CH3:2].Cl.O.[NH:13]1[CH2:18][CH2:17][C:16](=O)[CH2:15][CH2:14]1.Cl, predict the reaction product. The product is: [CH:1]([C:4]1[CH:9]=[CH:8][C:7]([C:16]2[CH2:17][CH2:18][NH:13][CH2:14][CH:15]=2)=[C:6]([OH:10])[CH:5]=1)([CH3:3])[CH3:2]. (3) Given the reactants [Br:1][C:2]1[CH:3]=[C:4]2[C:9](=[CH:10][CH:11]=1)[CH2:8][C:7](=[N:12]O)[CH2:6][CH2:5]2.Cl.[OH-].[Na+], predict the reaction product. The product is: [Br:1][C:2]1[CH:3]=[C:4]2[C:9](=[CH:10][CH:11]=1)[CH2:8][CH:7]([NH2:12])[CH2:6][CH2:5]2. (4) Given the reactants [CH3:1][C:2]1[O:6][C:5]([C:7]2[CH:16]=[CH:15][C:10]([C:11]([O:13]C)=[O:12])=[CH:9][CH:8]=2)=[N:4][C:3]=1[CH2:17][O:18][C:19]1[CH:24]=[CH:23][C:22]([CH3:25])=[CH:21][CH:20]=1, predict the reaction product. The product is: [CH3:1][C:2]1[O:6][C:5]([C:7]2[CH:8]=[CH:9][C:10]([C:11]([OH:13])=[O:12])=[CH:15][CH:16]=2)=[N:4][C:3]=1[CH2:17][O:18][C:19]1[CH:20]=[CH:21][C:22]([CH3:25])=[CH:23][CH:24]=1. (5) Given the reactants [F:1][C:2]1[CH:3]=[CH:4][C:5]2[N:9]=[C:8]([C@@H:10]([NH2:12])[CH3:11])[N:7]([C:13]3[CH:14]=[N:15][N:16]([CH3:18])[CH:17]=3)[C:6]=2[CH:19]=1.Cl[C:21]1[N:29]=[CH:28][N:27]=[C:26]2[C:22]=1[N:23]=[CH:24][N:25]2C1CCCCO1.CCN(C(C)C)C(C)C.Cl.O1CCOCC1, predict the reaction product. The product is: [F:1][C:2]1[CH:3]=[CH:4][C:5]2[N:9]=[C:8]([C@@H:10]([NH:12][C:21]3[N:29]=[CH:28][N:27]=[C:26]4[C:22]=3[N:23]=[CH:24][NH:25]4)[CH3:11])[N:7]([C:13]3[CH:14]=[N:15][N:16]([CH3:18])[CH:17]=3)[C:6]=2[CH:19]=1.